This data is from Forward reaction prediction with 1.9M reactions from USPTO patents (1976-2016). The task is: Predict the product of the given reaction. (1) Given the reactants [NH2:1][CH:2]1[C:8](=[O:9])[NH:7][C:6]2[CH:10]=[CH:11][CH:12]=[CH:13][C:5]=2[C:4]([C:14]2[C:19]([O:20][CH3:21])=[CH:18][C:17]([Cl:22])=[CH:16][C:15]=2[Cl:23])=[N:3]1.[F:24][C:25]1[CH:26]=[CH:27][C:28]([O:34][CH2:35][CH2:36][O:37][CH3:38])=[C:29]([CH:33]=1)[C:30](O)=[O:31], predict the reaction product. The product is: [Cl:23][C:15]1[CH:16]=[C:17]([Cl:22])[CH:18]=[C:19]([O:20][CH3:21])[C:14]=1[C:4]1[C:5]2[CH:13]=[CH:12][CH:11]=[CH:10][C:6]=2[NH:7][C:8](=[O:9])[CH:2]([NH:1][C:30](=[O:31])[C:29]2[CH:33]=[C:25]([F:24])[CH:26]=[CH:27][C:28]=2[O:34][CH2:35][CH2:36][O:37][CH3:38])[N:3]=1. (2) Given the reactants Br[C:2]1[CH:7]=[CH:6][C:5]([C:8]([N:10]2[CH2:15][CH2:14][N:13]([C:16]3[CH:21]=[CH:20][C:19]([CH3:22])=[CH:18][C:17]=3[CH3:23])[CH2:12][CH2:11]2)=[O:9])=[C:4]([S:24]([CH3:27])(=[O:26])=[O:25])[CH:3]=1.[O:28]1[CH2:32][CH2:31][NH:30][C:29]1=[O:33], predict the reaction product. The product is: [CH3:23][C:17]1[CH:18]=[C:19]([CH3:22])[CH:20]=[CH:21][C:16]=1[N:13]1[CH2:14][CH2:15][N:10]([C:8]([C:5]2[CH:6]=[CH:7][C:2]([N:30]3[CH2:31][CH2:32][O:28][C:29]3=[O:33])=[CH:3][C:4]=2[S:24]([CH3:27])(=[O:26])=[O:25])=[O:9])[CH2:11][CH2:12]1. (3) Given the reactants [CH3:1][O:2][C:3](=[O:15])[C:4]1[CH:9]=[CH:8][C:7]([O:10][CH3:11])=[C:6]([C:12](=[O:14])[CH3:13])[CH:5]=1.[Br:16]Br, predict the reaction product. The product is: [CH3:1][O:2][C:3](=[O:15])[C:4]1[CH:9]=[CH:8][C:7]([O:10][CH3:11])=[C:6]([C:12](=[O:14])[CH2:13][Br:16])[CH:5]=1. (4) Given the reactants [CH:1]1([CH2:6][C@H:7]([C@@H:23]([OH:32])[CH2:24][CH2:25][C:26]2[CH:31]=[CH:30][CH:29]=[CH:28][CH:27]=2)[C:8](N2[C@H](CC3C=CC=CC=3)COC2=O)=[O:9])[CH2:5][CH2:4][CH2:3][CH2:2]1.OO.[OH-].[Li+].S([O-])([O-])=[O:38].[Na+].[Na+], predict the reaction product. The product is: [CH:1]1([CH2:6][C@H:7]([C@@H:23]([OH:32])[CH2:24][CH2:25][C:26]2[CH:31]=[CH:30][CH:29]=[CH:28][CH:27]=2)[C:8]([OH:9])=[O:38])[CH2:2][CH2:3][CH2:4][CH2:5]1. (5) Given the reactants [OH:1][C:2]1[C:27]([O:28][CH3:29])=[CH:26][C:5]2[C:6]3[N:11]([CH:12]([C:14]([CH3:19])([CH3:18])[CH2:15][O:16][CH3:17])[CH2:13][C:4]=2[CH:3]=1)[CH:10]=[C:9]([C:20]([O:22][CH2:23][CH3:24])=[O:21])[C:8](=[O:25])[CH:7]=3.[Br:30][CH2:31][CH2:32][CH2:33]Br.C([O-])([O-])=O.[K+].[K+], predict the reaction product. The product is: [Br:30][CH2:31][CH2:32][CH2:33][O:1][C:2]1[C:27]([O:28][CH3:29])=[CH:26][C:5]2[C:6]3[N:11]([CH:12]([C:14]([CH3:18])([CH3:19])[CH2:15][O:16][CH3:17])[CH2:13][C:4]=2[CH:3]=1)[CH:10]=[C:9]([C:20]([O:22][CH2:23][CH3:24])=[O:21])[C:8](=[O:25])[CH:7]=3.